From a dataset of NCI-60 drug combinations with 297,098 pairs across 59 cell lines. Regression. Given two drug SMILES strings and cell line genomic features, predict the synergy score measuring deviation from expected non-interaction effect. (1) Drug 1: CCC1=C2CN3C(=CC4=C(C3=O)COC(=O)C4(CC)O)C2=NC5=C1C=C(C=C5)O. Drug 2: C1CC(=O)NC(=O)C1N2C(=O)C3=CC=CC=C3C2=O. Cell line: SK-OV-3. Synergy scores: CSS=16.2, Synergy_ZIP=-6.23, Synergy_Bliss=-1.23, Synergy_Loewe=-24.2, Synergy_HSA=-1.08. (2) Drug 1: C1=NC2=C(N1)C(=S)N=CN2. Drug 2: CC(C)CN1C=NC2=C1C3=CC=CC=C3N=C2N. Cell line: HCT116. Synergy scores: CSS=42.0, Synergy_ZIP=2.83, Synergy_Bliss=6.77, Synergy_Loewe=4.25, Synergy_HSA=6.35. (3) Drug 1: CC1=CC=C(C=C1)C2=CC(=NN2C3=CC=C(C=C3)S(=O)(=O)N)C(F)(F)F. Drug 2: CC1C(C(CC(O1)OC2CC(OC(C2O)C)OC3=CC4=CC5=C(C(=O)C(C(C5)C(C(=O)C(C(C)O)O)OC)OC6CC(C(C(O6)C)O)OC7CC(C(C(O7)C)O)OC8CC(C(C(O8)C)O)(C)O)C(=C4C(=C3C)O)O)O)O. Cell line: CAKI-1. Synergy scores: CSS=57.2, Synergy_ZIP=1.31, Synergy_Bliss=-5.89, Synergy_Loewe=-30.3, Synergy_HSA=-0.881.